This data is from Reaction yield outcomes from USPTO patents with 853,638 reactions. The task is: Predict the reaction yield, written as a fraction of the theoretical maximum amount of product (1.0 means a 100% yield; for example, 0.34 means a 34% yield). (1) The reactants are [NH2:1][C:2]1[N:7]=[CH:6][C:5]([C:8]2[CH:13]=[CH:12][C:11]([O:14][CH3:15])=[C:10]([N:16]3[CH2:21][CH2:20][N:19](C(OC(C)(C)C)=O)[CH2:18][C@@H:17]3[CH3:29])[N:9]=2)=[CH:4][C:3]=1[O:30][C@@H:31]([C:33]1[C:38]([Cl:39])=[CH:37][CH:36]=[C:35]([F:40])[C:34]=1[Cl:41])[CH3:32].CC1NCCN(C([O-])=O)C1. No catalyst specified. The product is [Cl:41][C:34]1[C:35]([F:40])=[CH:36][CH:37]=[C:38]([Cl:39])[C:33]=1[C@H:31]([O:30][C:3]1[CH:4]=[C:5]([C:8]2[CH:13]=[CH:12][C:11]([O:14][CH3:15])=[C:10]([N:16]3[CH2:21][CH2:20][NH:19][CH2:18][C@@H:17]3[CH3:29])[N:9]=2)[CH:6]=[N:7][C:2]=1[NH2:1])[CH3:32]. The yield is 0.670. (2) The reactants are [Cl:1][C:2]1[CH:20]=[CH:19][CH:18]=[C:17]([Cl:21])[C:3]=1[CH2:4][CH:5]1[CH2:9][CH2:8][N:7]([CH:10]2[CH2:15][CH2:14][NH:13][CH2:12][CH2:11]2)[C:6]1=[O:16].[CH2:22](I)[CH3:23].C(N(CC)CC)C.CN(C)C=O. The catalyst is O. The product is [Cl:1][C:2]1[CH:20]=[CH:19][CH:18]=[C:17]([Cl:21])[C:3]=1[CH2:4][CH:5]1[CH2:9][CH2:8][N:7]([CH:10]2[CH2:15][CH2:14][N:13]([CH2:22][CH3:23])[CH2:12][CH2:11]2)[C:6]1=[O:16]. The yield is 0.410.